From a dataset of Catalyst prediction with 721,799 reactions and 888 catalyst types from USPTO. Predict which catalyst facilitates the given reaction. (1) Reactant: [CH:1]([C:3]1[C:4]([O:22][CH3:23])=[C:5]([CH:19]=[CH:20][CH:21]=1)[O:6][C:7]1[N:14]=[C:13]([C:15]([F:18])([F:17])[F:16])[CH:12]=[CH:11][C:8]=1[C:9]#[N:10])=O.CN.[C:26]([BH3-])#[N:27].[Na+].[C:30]([OH:37])(=[O:36])/[CH:31]=[CH:32]/[C:33]([OH:35])=[O:34]. Product: [C:30]([OH:37])(=[O:36])/[CH:31]=[CH:32]/[C:33]([OH:35])=[O:34].[CH3:23][O:22][C:4]1[C:3]([CH2:1][NH:27][CH3:26])=[CH:21][CH:20]=[CH:19][C:5]=1[O:6][C:7]1[N:14]=[C:13]([C:15]([F:18])([F:17])[F:16])[CH:12]=[CH:11][C:8]=1[C:9]#[N:10]. The catalyst class is: 404. (2) Reactant: [F:1][C:2]1[C:7]([CH3:8])=[CH:6][C:5]([NH:9][CH:10]2[CH2:15][CH2:14][N:13]([C@H:16]3[CH2:21][CH2:20][C@@H:19]([O:22][CH2:23][CH2:24][CH3:25])[CH2:18][CH2:17]3)[CH2:12][CH2:11]2)=[C:4]([N+:26]([O-])=O)[CH:3]=1.O.NN. Product: [F:1][C:2]1[CH:3]=[C:4]([NH2:26])[C:5]([NH:9][CH:10]2[CH2:15][CH2:14][N:13]([C@H:16]3[CH2:21][CH2:20][C@@H:19]([O:22][CH2:23][CH2:24][CH3:25])[CH2:18][CH2:17]3)[CH2:12][CH2:11]2)=[CH:6][C:7]=1[CH3:8]. The catalyst class is: 171. (3) Reactant: [F:1][C:2]1[CH:3]=[CH:4][CH:5]=[C:6]2[C:10]=1[NH:9][C:8](=[O:11])[CH2:7]2.[Cl-].[Li+].[CH2:14]([Li])[CH2:15]CC.BrC(Br)C. Product: [F:1][C:2]1[CH:3]=[CH:4][CH:5]=[C:6]2[C:10]=1[NH:9][C:8](=[O:11])[C:7]12[CH2:15][CH2:14]1. The catalyst class is: 1. (4) Reactant: [CH2:1]([NH:5][C@H:6]([C:8]1[CH:13]=[CH:12][CH:11]=[CH:10][CH:9]=1)[CH3:7])[CH2:2][CH:3]=[CH2:4].C([O-])([O-])=O.[K+].[K+].[CH2:20]([O:22][C:23](=[O:26])[CH2:24]Br)[CH3:21]. The catalyst class is: 215. Product: [CH2:20]([O:22][C:23](=[O:26])[CH2:24][N:5]([CH2:1][CH2:2][CH:3]=[CH2:4])[C@H:6]([C:8]1[CH:9]=[CH:10][CH:11]=[CH:12][CH:13]=1)[CH3:7])[CH3:21]. (5) Reactant: Cl[C:2]1[C:7]([NH2:8])=[C:6]([Cl:9])[N:5]=[CH:4][N:3]=1.[O:10]1[CH2:15][CH2:14][CH:13]([CH2:16][NH2:17])[CH2:12][CH2:11]1.C(N(CC)C(C)C)(C)C. Product: [Cl:9][C:6]1[N:5]=[CH:4][N:3]=[C:2]([NH:17][CH2:16][CH:13]2[CH2:14][CH2:15][O:10][CH2:11][CH2:12]2)[C:7]=1[NH2:8]. The catalyst class is: 32. (6) Reactant: [F:1][C@H:2]1[C@@H:6]([F:7])[CH2:5][CH:4]([C:8]([O:10]C)=[O:9])[CH2:3]1.[Li+].[OH-].Cl. Product: [F:1][C@H:2]1[C@@H:6]([F:7])[CH2:5][CH:4]([C:8]([OH:10])=[O:9])[CH2:3]1. The catalyst class is: 5.